From a dataset of Forward reaction prediction with 1.9M reactions from USPTO patents (1976-2016). Predict the product of the given reaction. (1) Given the reactants [C:1](O)(=[O:4])CC.[Cl:6][C:7]1[C:25]([C:26]([F:29])([F:28])[F:27])=[CH:24][CH:23]=[CH:22][C:8]=1[CH2:9][NH:10][C:11](=[O:21])[CH:12]([C:14]1[CH:19]=[CH:18][CH:17]=[CH:16][C:15]=1Cl)[CH3:13], predict the reaction product. The product is: [Cl:6][C:7]1[C:25]([C:26]([F:29])([F:28])[F:27])=[CH:24][CH:23]=[CH:22][C:8]=1[CH2:9][NH:10][C:11](=[O:21])[CH:12]([C:14]1[CH:19]=[CH:18][CH:17]=[CH:16][C:15]=1[O:4][CH3:1])[CH3:13]. (2) Given the reactants [C:1]([CH2:3][CH2:4][NH:5][CH2:6][C:7]([O:9][CH2:10][CH3:11])=[O:8])#[N:2].Cl[C:13]1[CH:18]=[C:17]([CH3:19])[N:16]=[C:15](S(C)(=O)=O)[N:14]=1.C(N(C(C)C)CC)(C)C.[NH:33]1[CH:37]=[CH:36][N:35]=[CH:34]1, predict the reaction product. The product is: [C:1]([CH2:3][CH2:4][N:5]([C:13]1[CH:18]=[C:17]([CH3:19])[N:16]=[C:15]([N:33]2[CH:37]=[CH:36][N:35]=[CH:34]2)[N:14]=1)[CH2:6][C:7]([O:9][CH2:10][CH3:11])=[O:8])#[N:2]. (3) Given the reactants [NH2:1][C:2]1[N:7]=[C:6]([Cl:8])[CH:5]=[CH:4][N:3]=1.[NH2:9][C:10]1[CH:15]=[CH:14][CH:13]=[CH:12][CH:11]=1.Cl, predict the reaction product. The product is: [ClH:8].[C:10]1([NH:9][C:6]2[CH:5]=[CH:4][N:3]=[C:2]([NH2:1])[N:7]=2)[CH:15]=[CH:14][CH:13]=[CH:12][CH:11]=1.